From a dataset of Forward reaction prediction with 1.9M reactions from USPTO patents (1976-2016). Predict the product of the given reaction. (1) Given the reactants C(=O)([O-])[O-].[Cs+].[Cs+].[Br:7][C:8]1[CH:9]=[C:10]2[C:15](=[CH:16][CH:17]=1)[C:14](=[O:18])[NH:13][CH:12]=[CH:11]2.Br[CH2:20][CH:21]1[CH2:23][CH2:22]1, predict the reaction product. The product is: [Br:7][C:8]1[CH:9]=[C:10]2[C:15](=[CH:16][CH:17]=1)[C:14](=[O:18])[N:13]([CH2:20][CH:21]1[CH2:23][CH2:22]1)[CH:12]=[CH:11]2. (2) Given the reactants [C:1](OC(=O)C)(=[O:3])[CH3:2].C(N(CC)CC)C.[S:15]1[CH:19]=[CH:18][C:17]2[C:20]([N:24]3[CH2:29][CH2:28][N:27]([CH2:30][CH2:31][CH2:32][O:33][C:34]4[N:38]([CH3:39])[N:37]=[C:36]([NH2:40])[CH:35]=4)[CH2:26][CH2:25]3)=[CH:21][CH:22]=[CH:23][C:16]1=2.C(=O)([O-])[O-].[K+].[K+], predict the reaction product. The product is: [S:15]1[CH:19]=[CH:18][C:17]2[C:20]([N:24]3[CH2:25][CH2:26][N:27]([CH2:30][CH2:31][CH2:32][O:33][C:34]4[N:38]([CH3:39])[N:37]=[C:36]([NH:40][C:1](=[O:3])[CH3:2])[CH:35]=4)[CH2:28][CH2:29]3)=[CH:21][CH:22]=[CH:23][C:16]1=2. (3) The product is: [O:16]1[C:17]2[C:18](=[N:19][CH:20]=[CH:21][CH:22]=2)[O:23][C@@H:14]([C:11]2[CH:12]=[CH:13][C:8]([CH2:7][N:1]3[CH2:6][CH2:5][N:4]([C:25](=[O:26])[CH2:27][OH:28])[CH2:3][CH2:2]3)=[CH:9][CH:10]=2)[CH2:15]1. Given the reactants [N:1]1([CH2:7][C:8]2[CH:13]=[CH:12][C:11]([C@@H:14]3[O:23][C:18]4=[N:19][CH:20]=[CH:21][CH:22]=[C:17]4[O:16][CH2:15]3)=[CH:10][CH:9]=2)[CH2:6][CH2:5][NH:4][CH2:3][CH2:2]1.Cl[C:25]([CH2:27][O:28]C(=O)C)=[O:26].CCN(C(C)C)C(C)C.C(OC)(C)(C)C, predict the reaction product.